This data is from Forward reaction prediction with 1.9M reactions from USPTO patents (1976-2016). The task is: Predict the product of the given reaction. (1) Given the reactants [CH3:1][N:2]1[CH:6]=[C:5]([C:7]2[N:12]=[C:11]3[N:13]([CH2:16][C@H:17]4[O:22][CH2:21][CH2:20][N:19]([C:23](OC(C)(C)C)=O)[CH2:18]4)[N:14]=[N:15][C:10]3=[N:9][CH:8]=2)[CH:4]=[N:3]1.[Br:30][C:31]1[CH:32]=[N:33]C(Cl)=[N:35][CH:36]=1.CCN(C(C)C)C(C)C, predict the reaction product. The product is: [Br:30][C:31]1[CH:36]=[N:35][C:23]([N:19]2[CH2:20][CH2:21][O:22][C@H:17]([CH2:16][N:13]3[C:11]4=[N:12][C:7]([C:5]5[CH:4]=[N:3][N:2]([CH3:1])[CH:6]=5)=[CH:8][N:9]=[C:10]4[N:15]=[N:14]3)[CH2:18]2)=[N:33][CH:32]=1. (2) Given the reactants Cl[C:2]1[CH:7]=[CH:6][C:5]([C:8]2[C:13]([C:14]([O:16][CH3:17])=[O:15])=[CH:12][N:11]=[CH:10][CH:9]=2)=[C:4]([F:18])[CH:3]=1.C(=O)([O-])[O-].[Cs+].[Cs+].[C:25]([NH:32][C@H:33]([CH2:38][OH:39])[CH2:34][CH:35]([CH3:37])[CH3:36])([O:27][C:28]([CH3:31])([CH3:30])[CH3:29])=[O:26].C(P(C(C)(C)C)C1C=CC=CC=1C1C(C(C)C)=CC(C(C)C)=CC=1C(C)C)(C)(C)C, predict the reaction product. The product is: [C:28]([O:27][C:25]([NH:32][C@@H:33]([CH2:34][CH:35]([CH3:37])[CH3:36])[CH2:38][O:39][C:2]1[CH:7]=[CH:6][C:5]([C:8]2[C:13]([C:14]([O:16][CH3:17])=[O:15])=[CH:12][N:11]=[CH:10][CH:9]=2)=[C:4]([F:18])[CH:3]=1)=[O:26])([CH3:31])([CH3:30])[CH3:29]. (3) Given the reactants [OH-].[Li+].[CH2:3]([N:5]1[CH2:9][CH2:8][C@@H:7]([CH2:10][C:11]2[CH:16]=[C:15]([F:17])[CH:14]=[CH:13][C:12]=2[S:18]([NH:21][C:22]2[C:31]([C:32]([O:34]C)=[O:33])=[C:30]3[C:25]([CH:26]4[CH2:36][CH:27]4[CH2:28][O:29]3)=[CH:24][CH:23]=2)(=[O:20])=[O:19])[CH2:6]1)[CH3:4], predict the reaction product. The product is: [CH2:3]([N:5]1[CH2:9][CH2:8][C@@H:7]([CH2:10][C:11]2[CH:16]=[C:15]([F:17])[CH:14]=[CH:13][C:12]=2[S:18]([NH:21][C:22]2[C:31]([C:32]([OH:34])=[O:33])=[C:30]3[C:25]([CH:26]4[CH2:36][CH:27]4[CH2:28][O:29]3)=[CH:24][CH:23]=2)(=[O:19])=[O:20])[CH2:6]1)[CH3:4].